Dataset: Reaction yield outcomes from USPTO patents with 853,638 reactions. Task: Predict the reaction yield, written as a fraction of the theoretical maximum amount of product (1.0 means a 100% yield; for example, 0.34 means a 34% yield). (1) The reactants are CN(OC)[C:3]([C:5]1[S:6][C:7]([C:18]2[CH:23]=[CH:22][CH:21]=[CH:20][CH:19]=2)=[C:8]([C:10]2[CH:15]=[CH:14][C:13]([Cl:16])=[CH:12][C:11]=2[Cl:17])[N:9]=1)=[O:4].[Li][CH2:27][CH2:28][CH2:29][CH3:30].Cl. The catalyst is C1COCC1. The product is [Cl:17][C:11]1[CH:12]=[C:13]([Cl:16])[CH:14]=[CH:15][C:10]=1[C:8]1[N:9]=[C:5]([C:3](=[O:4])[CH2:27][CH2:28][CH2:29][CH3:30])[S:6][C:7]=1[C:18]1[CH:19]=[CH:20][CH:21]=[CH:22][CH:23]=1. The yield is 0.310. (2) The reactants are [H-].[Na+].[CH2:3]([O:7][C:8]1[CH:9]=[C:10]([CH:14]([C:17]([O:19][C:20]([CH3:23])([CH3:22])[CH3:21])=[O:18])[CH2:15][NH2:16])[CH:11]=[CH:12][CH:13]=1)[CH2:4][CH2:5][CH3:6].Cl[CH2:25][C:26]([N:28]([CH3:30])[CH3:29])=[O:27].O. The catalyst is CN(C=O)C. The product is [CH2:3]([O:7][C:8]1[CH:9]=[C:10]([CH:14]([C:17]([O:19][C:20]([CH3:22])([CH3:21])[CH3:23])=[O:18])[CH2:15][NH:16][CH2:25][C:26]([N:28]([CH3:30])[CH3:29])=[O:27])[CH:11]=[CH:12][CH:13]=1)[CH2:4][CH2:5][CH3:6]. The yield is 0.750. (3) The product is [CH3:1][CH2:2][CH2:3][CH2:4][CH2:5][CH2:6][CH2:7][CH2:8][CH2:9][CH2:10][CH2:11][CH2:12][CH2:13][N+:14]([CH2:17][C:18]1[CH:19]=[CH:20][CH:21]=[CH:22][CH:23]=1)([CH3:16])[CH3:15].[C:26]([O-:36])(=[O:35])/[CH:27]=[CH:28]/[C:29]1[CH:30]=[CH:31][CH:32]=[CH:33][CH:34]=1. The catalyst is CS(C)=O.C(Cl)(Cl)Cl. The reactants are [CH3:1][CH2:2][CH2:3][CH2:4][CH2:5][CH2:6][CH2:7][CH2:8][CH2:9][CH2:10][CH2:11][CH2:12][CH2:13][N+:14]([CH2:17][C:18]1[CH:19]=[CH:20][CH:21]=[CH:22][CH:23]=1)([CH3:16])[CH3:15].[Cl-].O.[C:26]([OH:36])(=[O:35])/[CH:27]=[CH:28]/[C:29]1[CH:34]=[CH:33][CH:32]=[CH:31][CH:30]=1.CCCCCCCCCCCCC[N+](CC1C=CC=CC=1)(C)C. The yield is 0.900. (4) The reactants are [CH3:1][C:2]1[CH:7]=[CH:6][C:5]([C:8]2[N:12]([C:13]3[CH:18]=[CH:17][C:16]([S:19](O)(=[O:21])=[O:20])=[CH:15][CH:14]=3)[N:11]=[C:10]([C:23]([F:26])([F:25])[F:24])[CH:9]=2)=[CH:4][CH:3]=1.[Cl:27]CCl. The catalyst is CN(C)C=O. The product is [CH3:1][C:2]1[CH:7]=[CH:6][C:5]([C:8]2[N:12]([C:13]3[CH:18]=[CH:17][C:16]([S:19]([Cl:27])(=[O:21])=[O:20])=[CH:15][CH:14]=3)[N:11]=[C:10]([C:23]([F:26])([F:25])[F:24])[CH:9]=2)=[CH:4][CH:3]=1. The yield is 0.740. (5) The reactants are O[CH2:2][CH2:3][CH2:4][C:5]([C:14]1[CH:19]=[CH:18][C:17]([OH:20])=[CH:16][CH:15]=1)([C:7]1[CH:12]=[CH:11][C:10]([OH:13])=[CH:9][CH:8]=1)[CH3:6].C(Br)(Br)(Br)[Br:22].C1(P(C2C=CC=CC=2)C2C=CC=CC=2)C=CC=CC=1. The catalyst is O1CCCC1. The product is [Br:22][CH2:2][CH2:3][CH2:4][C:5]([C:14]1[CH:19]=[CH:18][C:17]([OH:20])=[CH:16][CH:15]=1)([C:7]1[CH:12]=[CH:11][C:10]([OH:13])=[CH:9][CH:8]=1)[CH3:6]. The yield is 0.877.